Dataset: Reaction yield outcomes from USPTO patents with 853,638 reactions. Task: Predict the reaction yield, written as a fraction of the theoretical maximum amount of product (1.0 means a 100% yield; for example, 0.34 means a 34% yield). (1) The catalyst is O.C1C=CC([P]([Pd]([P](C2C=CC=CC=2)(C2C=CC=CC=2)C2C=CC=CC=2)([P](C2C=CC=CC=2)(C2C=CC=CC=2)C2C=CC=CC=2)[P](C2C=CC=CC=2)(C2C=CC=CC=2)C2C=CC=CC=2)(C2C=CC=CC=2)C2C=CC=CC=2)=CC=1. The reactants are [NH2:1][C:2]1[C:7]([C:8]#[N:9])=[C:6]([NH:10][CH:11]([C:13]2[CH:18]=[C:17]([Cl:19])[C:16]([F:20])=[C:15](Br)[C:14]=2[O:22][CH3:23])[CH3:12])[N:5]=[CH:4][N:3]=1.CC1(C)C(C)(C)OB([C:32]2[CH:33]=[N:34][CH:35]=[C:36]([CH:39]=2)[C:37]#[N:38])O1.C(=O)([O-])[O-].[Na+].[Na+].O1CCOCC1. The yield is 0.370. The product is [NH2:1][C:2]1[C:7]([C:8]#[N:9])=[C:6]([NH:10][CH:11]([C:13]2[CH:18]=[C:17]([Cl:19])[C:16]([F:20])=[C:15]([C:32]3[CH:33]=[N:34][CH:35]=[C:36]([C:37]#[N:38])[CH:39]=3)[C:14]=2[O:22][CH3:23])[CH3:12])[N:5]=[CH:4][N:3]=1. (2) The reactants are [Cl:1][C:2]1[CH:7]=[CH:6][C:5]([C:8]([CH3:19])([CH3:18])[CH2:9][C:10]([OH:17])([C:13]([F:16])([F:15])[F:14])[CH:11]=O)=[C:4]([O:20][CH3:21])[CH:3]=1.[NH2:22][C:23]1[CH:32]=[CH:31][C:30]([F:33])=[C:29]2[C:24]=1[CH:25]=[N:26][C:27]([CH3:34])=[N:28]2.O.C(OCC)(=O)C. The catalyst is C1(C)C=CC=CC=1.[Ti]. The product is [F:14][C:13]([F:15])([F:16])[C:10]([CH:11]=[N:22][C:23]1[CH:32]=[CH:31][C:30]([F:33])=[C:29]2[C:24]=1[CH:25]=[N:26][C:27]([CH3:34])=[N:28]2)([OH:17])[CH2:9][C:8]([C:5]1[CH:6]=[CH:7][C:2]([Cl:1])=[CH:3][C:4]=1[O:20][CH3:21])([CH3:19])[CH3:18]. The yield is 0.900.